The task is: Predict the product of the given reaction.. This data is from Forward reaction prediction with 1.9M reactions from USPTO patents (1976-2016). (1) Given the reactants Cl.[F:2][C:3]1[C:4]([O:16][C:17]2[C:18]([CH3:27])=[N:19][C:20]([S:23]([CH3:26])(=[O:25])=[O:24])=[CH:21][CH:22]=2)=[N:5][CH:6]=[N:7][C:8]=1[O:9][CH:10]1[CH2:15][CH2:14][NH:13][CH2:12][CH2:11]1.[C:28](=O)([O:37][C:38]1([CH3:41])[CH2:40][CH2:39]1)[O:29]N1C(=O)CCC1=O.C(N(CC)CC)C, predict the reaction product. The product is: [F:2][C:3]1[C:8]([O:9][CH:10]2[CH2:15][CH2:14][N:13]([C:28]([O:37][C:38]3([CH3:41])[CH2:40][CH2:39]3)=[O:29])[CH2:12][CH2:11]2)=[N:7][CH:6]=[N:5][C:4]=1[O:16][C:17]1[C:18]([CH3:27])=[N:19][C:20]([S:23]([CH3:26])(=[O:24])=[O:25])=[CH:21][CH:22]=1. (2) Given the reactants [C:1]([OH:20])(=O)[CH2:2][CH2:3][CH2:4][CH2:5][CH2:6][CH2:7][CH2:8][CH2:9][CH2:10][CH2:11][CH2:12][CH2:13][CH2:14][CH2:15][CH2:16][CH2:17][CH3:18].S(Cl)(Cl)=O.N1C=CC=CC=1.[NH2:31][CH2:32][CH2:33][CH2:34][CH2:35][C:36]1[C:49]2[C:40](=[C:41]3[C:46](=[CH:47][CH:48]=2)[CH:45]=[CH:44][CH:43]=[N:42]3)[N:39]=[CH:38][CH:37]=1, predict the reaction product. The product is: [C:1]([NH:31][CH2:32][CH2:33][CH2:34][CH2:35][C:36]1[C:49]2[C:40](=[C:41]3[C:46](=[CH:47][CH:48]=2)[CH:45]=[CH:44][CH:43]=[N:42]3)[N:39]=[CH:38][CH:37]=1)(=[O:20])[CH2:2][CH2:3][CH2:4][CH2:5][CH2:6][CH2:7][CH2:8][CH2:9][CH2:10][CH2:11][CH2:12][CH2:13][CH2:14][CH2:15][CH2:16][CH2:17][CH3:18].